From a dataset of Catalyst prediction with 721,799 reactions and 888 catalyst types from USPTO. Predict which catalyst facilitates the given reaction. (1) Reactant: C1(C)C=CC(S(O[CH2:11][CH2:12][O:13][CH2:14][CH2:15][O:16][CH2:17][CH2:18][O:19][CH3:20])(=O)=O)=CC=1.C(=O)([O-])[O-].[K+].[K+].[N+:28]([C:31]1[CH:36]=[CH:35][C:34](O)=[CH:33][CH:32]=1)([O-:30])=[O:29].O. Product: [CH3:20][O:19][CH2:18][CH2:17][O:16][CH2:15][CH2:14][O:13][CH2:12][CH2:11][C:34]1[CH:35]=[CH:36][C:31]([N+:28]([O-:30])=[O:29])=[CH:32][CH:33]=1. The catalyst class is: 9. (2) Reactant: [Cl:1][C:2]1[CH:7]=[CH:6][C:5]([C:8](=[O:10])[CH3:9])=[C:4]([NH:11][C:12]2[CH:17]=[CH:16][CH:15]=[CH:14][CH:13]=2)[CH:3]=1.C[O-].[Na+].[CH:21]([C:23]1[CH:32]=[CH:31][C:26]([C:27]([O:29][CH3:30])=[O:28])=[CH:25][CH:24]=1)=O. Product: [CH3:30][O:29][C:27](=[O:28])[C:26]1[CH:31]=[CH:32][C:23](/[CH:21]=[CH:9]/[C:8]([C:5]2[CH:6]=[CH:7][C:2]([Cl:1])=[CH:3][C:4]=2[NH:11][C:12]2[CH:13]=[CH:14][CH:15]=[CH:16][CH:17]=2)=[O:10])=[CH:24][CH:25]=1. The catalyst class is: 5. (3) Reactant: C1CCN2C(=NCCC2)CC1.[CH3:12][O:13][C:14](=[O:33])[CH:15](P(OC)(OC)=O)[NH:16][C:17]([O:19][CH2:20][C:21]1[CH:26]=[CH:25][CH:24]=[CH:23][CH:22]=1)=[O:18].O=[C:35]1[CH2:40][CH2:39][CH:38]([NH:41][C:42](=[O:48])[O:43][C:44]([CH3:47])([CH3:46])[CH3:45])[CH2:37][CH2:36]1. Product: [CH3:12][O:13][C:14](=[O:33])[C:15](=[C:35]1[CH2:36][CH2:37][CH:38]([NH:41][C:42]([O:43][C:44]([CH3:47])([CH3:46])[CH3:45])=[O:48])[CH2:39][CH2:40]1)[NH:16][C:17]([O:19][CH2:20][C:21]1[CH:22]=[CH:23][CH:24]=[CH:25][CH:26]=1)=[O:18]. The catalyst class is: 2. (4) Reactant: C[O:2][C:3](=[O:26])[CH:4]([C:11]1[CH:16]=[CH:15][C:14]([C:17]#[C:18][CH2:19][N:20]2[CH2:25][CH2:24][O:23][CH2:22][CH2:21]2)=[CH:13][CH:12]=1)[CH2:5][CH:6]1[CH2:10][CH2:9][CH2:8][CH2:7]1.[OH-].[Li+]. Product: [CH:6]1([CH2:5][CH:4]([C:11]2[CH:12]=[CH:13][C:14]([C:17]#[C:18][CH2:19][N:20]3[CH2:25][CH2:24][O:23][CH2:22][CH2:21]3)=[CH:15][CH:16]=2)[C:3]([OH:26])=[O:2])[CH2:10][CH2:9][CH2:8][CH2:7]1. The catalyst class is: 24.